Dataset: Forward reaction prediction with 1.9M reactions from USPTO patents (1976-2016). Task: Predict the product of the given reaction. (1) Given the reactants C([O-])([O-])=O.[K+].[K+].[N+]([C:10]1[CH:11]=[C:12]([C:18]#[N:19])[C:13](=[CH:16][CH:17]=1)[C:14]#[N:15])([O-])=O.Cl, predict the reaction product. The product is: [C:18](#[N:19])[C:12]1[C:13](=[CH:16][CH:17]=[CH:10][CH:11]=1)[C:14]#[N:15]. (2) Given the reactants [OH:1][N:2]=[C:3](Cl)[C:4]1[CH:5]=[N:6][CH:7]=[N:8][CH:9]=1.[C:11]([C:13]1[CH:18]=[CH:17][CH:16]=[C:15]([CH3:19])[CH:14]=1)#[CH:12].N, predict the reaction product. The product is: [N:6]1[CH:5]=[C:4]([C:3]2[CH:12]=[C:11]([C:13]3[CH:14]=[C:15]([CH3:19])[CH:16]=[CH:17][CH:18]=3)[O:1][N:2]=2)[CH:9]=[N:8][CH:7]=1. (3) Given the reactants [Br:1]N1C(=O)CCC1=O.[CH3:9][C:10]1[C:19]2[C:18](=[O:20])[CH2:17][CH2:16][CH2:15][C:14]=2[O:13][C:12](=[O:21])[CH:11]=1, predict the reaction product. The product is: [Br:1][C:11]1[C:12](=[O:21])[O:13][C:14]2[CH2:15][CH2:16][CH2:17][C:18](=[O:20])[C:19]=2[C:10]=1[CH3:9]. (4) Given the reactants [C:1]1([NH:7][C:8]2[NH:13][C:12](=[O:14])[CH:11]=[CH:10][N:9]=2)[CH:6]=[CH:5][CH:4]=[CH:3][CH:2]=1.[H-].[Li+].I[CH3:18], predict the reaction product. The product is: [CH3:18][N:13]1[C:12](=[O:14])[CH:11]=[CH:10][N:9]=[C:8]1[NH:7][C:1]1[CH:2]=[CH:3][CH:4]=[CH:5][CH:6]=1. (5) The product is: [ClH:70].[ClH:70].[N:56]1([C:59]2[CH:64]=[CH:63][CH:62]=[CH:61][N:60]=2)[CH2:57][CH2:58][CH:53]([NH:52][C:51]([N:48]2[CH2:47][CH2:46][CH:45]([NH:44][C:42](=[O:43])[NH:41][CH2:40][CH2:39][NH:38][C:37]([C:16]3[N:15]=[C:14]4[C:19]([N:20]=[CH:21][N:13]4[C@@H:11]4[CH2:12][C@H:8]([NH2:7])[C@@H:9]([OH:68])[C@H:10]4[OH:67])=[C:18]([NH:22][CH2:23][CH:24]([C:31]4[CH:36]=[CH:35][CH:34]=[CH:33][CH:32]=4)[C:25]4[CH:26]=[CH:27][CH:28]=[CH:29][CH:30]=4)[N:17]=3)=[O:66])[CH2:50][CH2:49]2)=[O:65])[CH2:54][CH2:55]1. Given the reactants C(OC(=O)[NH:7][C@H:8]1[CH2:12][C@@H:11]([N:13]2[CH:21]=[N:20][C:19]3[C:14]2=[N:15][C:16]([C:37](=[O:66])[NH:38][CH2:39][CH2:40][NH:41][C:42]([NH:44][CH:45]2[CH2:50][CH2:49][N:48]([C:51](=[O:65])[NH:52][CH:53]4[CH2:58][CH2:57][N:56]([C:59]5[CH:64]=[CH:63][CH:62]=[CH:61][N:60]=5)[CH2:55][CH2:54]4)[CH2:47][CH2:46]2)=[O:43])=[N:17][C:18]=3[NH:22][CH2:23][CH:24]([C:31]2[CH:36]=[CH:35][CH:34]=[CH:33][CH:32]=2)[C:25]2[CH:30]=[CH:29][CH:28]=[CH:27][CH:26]=2)[C@H:10]([OH:67])[C@@H:9]1[OH:68])(C)(C)C.[ClH:70], predict the reaction product. (6) Given the reactants [C:1]1([CH:7]([C:26]2[CH:31]=[CH:30][CH:29]=[CH:28][CH:27]=2)[CH2:8][CH2:9][N:10]2[CH2:15][CH2:14][N:13]([C:16]3[C:17]([CH3:25])=[C:18]([CH:22]=[CH:23][CH:24]=3)[C:19](O)=[O:20])[CH2:12][CH2:11]2)[CH:6]=[CH:5][CH:4]=[CH:3][CH:2]=1.[CH:32]([NH:35][CH:36]1[CH2:41][CH2:40][CH2:39][CH2:38][CH2:37]1)([CH3:34])[CH3:33], predict the reaction product. The product is: [CH:36]1([N:35]([CH:32]([CH3:34])[CH3:33])[C:19](=[O:20])[C:18]2[CH:22]=[CH:23][CH:24]=[C:16]([N:13]3[CH2:12][CH2:11][N:10]([CH2:9][CH2:8][CH:7]([C:1]4[CH:2]=[CH:3][CH:4]=[CH:5][CH:6]=4)[C:26]4[CH:27]=[CH:28][CH:29]=[CH:30][CH:31]=4)[CH2:15][CH2:14]3)[C:17]=2[CH3:25])[CH2:41][CH2:40][CH2:39][CH2:38][CH2:37]1.